Dataset: Forward reaction prediction with 1.9M reactions from USPTO patents (1976-2016). Task: Predict the product of the given reaction. (1) Given the reactants O.S([O-])([O:5][CH2:6][CH2:7][CH2:8][CH2:9][CH2:10][CH2:11][CH2:12][CH2:13][CH2:14][CH2:15][CH2:16]C)(=O)=O.[Na+].[CH2:20]=[C:21]1[CH2:26][CH2:25][O:24][C:22]1=[O:23].C=CC1C=CC=CC=1.C(O)(=[O:38])C=C.S(OOS([O-])(=O)=O)([O-])(=O)=O.[Na+].[Na+].[OH-].[Na+], predict the reaction product. The product is: [CH2:20]=[C:21]1[CH2:26][CH2:25][O:24][C:22]1=[O:23].[CH:9]([CH:8]=[CH:7][C:6]([OH:5])=[O:38])=[CH:10][C:11]1[CH:12]=[CH:13][CH:14]=[CH:15][CH:16]=1. (2) The product is: [CH2:12]([CH:19]1[NH:27][CH:4]([CH:1]2[CH2:2][CH2:3]2)[CH2:26][C:21]2([O:25][CH2:24][CH2:23][O:22]2)[CH2:20]1)[C:13]1[CH:18]=[CH:17][CH:16]=[CH:15][CH:14]=1. Given the reactants [CH:1]1([CH:4]=O)[CH2:3][CH2:2]1.[O-]S([O-])(=O)=O.[Mg+2].[CH2:12]([CH:19]([NH2:27])[CH2:20][C:21]1([CH3:26])[O:25][CH2:24][CH2:23][O:22]1)[C:13]1[CH:18]=[CH:17][CH:16]=[CH:15][CH:14]=1.CC1C=CC(S(O)(=O)=O)=CC=1.C([O-])(O)=O.[Na+], predict the reaction product. (3) Given the reactants [C:1]([O:5][C:6](=[O:20])[NH:7][CH2:8][CH2:9][N:10]1[C:18]2[C:17](Cl)=[N:16][CH:15]=[N:14][C:13]=2[CH:12]=[CH:11]1)([CH3:4])([CH3:3])[CH3:2].[NH2:21][C:22]1[CH:37]=[CH:36][C:25]([O:26][C:27]2[CH:28]=[C:29]([C:33](=[O:35])[CH3:34])[CH:30]=[CH:31][CH:32]=2)=[C:24]([Cl:38])[CH:23]=1.C(=O)([O-])O.[Na+], predict the reaction product. The product is: [C:1]([O:5][C:6](=[O:20])[NH:7][CH2:8][CH2:9][N:10]1[C:18]2[C:17]([NH:21][C:22]3[CH:37]=[CH:36][C:25]([O:26][C:27]4[CH:32]=[CH:31][CH:30]=[C:29]([C:33](=[O:35])[CH3:34])[CH:28]=4)=[C:24]([Cl:38])[CH:23]=3)=[N:16][CH:15]=[N:14][C:13]=2[CH:12]=[CH:11]1)([CH3:4])([CH3:3])[CH3:2]. (4) Given the reactants CO[C:3](=[O:15])[C:4]1[CH:9]=[C:8]([OH:10])[CH:7]=[C:6](OCOC)[CH:5]=1.Cl.Cl[C:18]1[CH:23]=[CH:22][N:21]=[CH:20][CH:19]=1.[O:24]([CH2:32][C@H:33]([OH:35])[CH3:34])[Si](C(C)(C)C)(C)C.[NH2:36][C:37]1[CH:41]=[CH:40][N:39]([CH3:42])[N:38]=1, predict the reaction product. The product is: [OH:24][CH2:32][CH:33]([CH3:34])[O:35][C:6]1[CH:7]=[C:8]([O:10][C:18]2[CH:23]=[CH:22][N:21]=[CH:20][CH:19]=2)[CH:9]=[C:4]([CH:5]=1)[C:3]([NH:36][C:37]1[CH:41]=[CH:40][N:39]([CH3:42])[N:38]=1)=[O:15]. (5) Given the reactants CS[C:3]1[S:4]/[C:5](=[CH:9]\[C:10]2[CH:11]=[C:12]3[C:17](=[CH:18][CH:19]=2)[N:16]=[CH:15][CH:14]=[CH:13]3)/[C:6](=[O:8])[N:7]=1.[N:20]1([CH:26]([C:29]2[CH:34]=[CH:33][CH:32]=[CH:31][CH:30]=2)[CH2:27][NH2:28])[CH2:25][CH2:24][O:23][CH2:22][CH2:21]1.CCN(C(C)C)C(C)C, predict the reaction product. The product is: [N:20]1([CH:26]([C:29]2[CH:34]=[CH:33][CH:32]=[CH:31][CH:30]=2)[CH2:27][NH:28][C:3]2[S:4]/[C:5](=[CH:9]\[C:10]3[CH:11]=[C:12]4[C:17](=[CH:18][CH:19]=3)[N:16]=[CH:15][CH:14]=[CH:13]4)/[C:6](=[O:8])[N:7]=2)[CH2:25][CH2:24][O:23][CH2:22][CH2:21]1. (6) Given the reactants [F:1][C:2]1[CH:3]=[C:4]([C:29]2[CH:34]=[CH:33][CH:32]=[CH:31][C:30]=2[O:35][CH2:36][C:37]([CH3:46])([CH3:45])[C:38]([O:40]C(C)(C)C)=[O:39])[CH:5]=[CH:6][C:7]=1[C:8]([N:10]1[CH2:15][CH2:14][CH:13]([N:16]2[C:21](=[O:22])[C@H:20]([CH3:23])[O:19][C:18]3[N:24]=[CH:25][C:26]([F:28])=[CH:27][C:17]2=3)[CH2:12][CH2:11]1)=[O:9], predict the reaction product. The product is: [F:1][C:2]1[CH:3]=[C:4]([C:29]2[CH:34]=[CH:33][CH:32]=[CH:31][C:30]=2[O:35][CH2:36][C:37]([CH3:45])([CH3:46])[C:38]([OH:40])=[O:39])[CH:5]=[CH:6][C:7]=1[C:8]([N:10]1[CH2:15][CH2:14][CH:13]([N:16]2[C:21](=[O:22])[C@H:20]([CH3:23])[O:19][C:18]3[N:24]=[CH:25][C:26]([F:28])=[CH:27][C:17]2=3)[CH2:12][CH2:11]1)=[O:9]. (7) Given the reactants [OH:1][C@@H:2]1[C@H:6]([OH:7])[C@@H:5]([CH2:8][OH:9])[O:4][C@H:3]1[N:10]1[CH:18]=[N:17][C:16]2[C:11]1=[N:12][C:13]([NH:20][C:21](=[O:30])[C:22]1[CH:27]=[CH:26][CH:25]=[CH:24][C:23]=1[O:28][CH3:29])=[N:14][C:15]=2[OH:19].O=P(Cl)(Cl)Cl.[P:36](OCC)([O:41]CC)([O:38]CC)=[O:37].C([O-])(O)=O.[Na+:51], predict the reaction product. The product is: [P:36]([O-:41])([O-:38])([O:9][CH2:8][C@@H:5]1[C@@H:6]([OH:7])[C@@H:2]([OH:1])[C@H:3]([N:10]2[CH:18]=[N:17][C:16]3[C:11]2=[N:12][C:13]([NH:20][C:21](=[O:30])[C:22]2[CH:27]=[CH:26][CH:25]=[CH:24][C:23]=2[O:28][CH3:29])=[N:14][C:15]=3[OH:19])[O:4]1)=[O:37].[Na+:51].[Na+:51].